Binary Classification. Given a drug SMILES string, predict its activity (active/inactive) in a high-throughput screening assay against a specified biological target. From a dataset of Choline transporter screen with 302,306 compounds. The compound is S=c1n(nc(c2c1cccc2)CC)c1ccccc1. The result is 0 (inactive).